Dataset: Reaction yield outcomes from USPTO patents with 853,638 reactions. Task: Predict the reaction yield, written as a fraction of the theoretical maximum amount of product (1.0 means a 100% yield; for example, 0.34 means a 34% yield). The catalyst is CN(C)C=O. The product is [I:3][C:4]1[CH:5]=[C:6]([CH:9]=[O:10])[N:7]([CH:12]([CH3:14])[CH3:13])[CH:8]=1. The yield is 0.430. The reactants are [H-].[Na+].[I:3][C:4]1[CH:5]=[C:6]([CH:9]=[O:10])[NH:7][CH:8]=1.Br[CH:12]([CH3:14])[CH3:13].